This data is from NCI-60 drug combinations with 297,098 pairs across 59 cell lines. The task is: Regression. Given two drug SMILES strings and cell line genomic features, predict the synergy score measuring deviation from expected non-interaction effect. (1) Drug 1: C1CCN(CC1)CCOC2=CC=C(C=C2)C(=O)C3=C(SC4=C3C=CC(=C4)O)C5=CC=C(C=C5)O. Drug 2: C1CC(=O)NC(=O)C1N2CC3=C(C2=O)C=CC=C3N. Cell line: OVCAR-8. Synergy scores: CSS=7.36, Synergy_ZIP=1.58, Synergy_Bliss=3.45, Synergy_Loewe=4.10, Synergy_HSA=3.44. (2) Drug 1: CN1CCC(CC1)COC2=C(C=C3C(=C2)N=CN=C3NC4=C(C=C(C=C4)Br)F)OC. Drug 2: CCN(CC)CCCC(C)NC1=C2C=C(C=CC2=NC3=C1C=CC(=C3)Cl)OC. Cell line: SN12C. Synergy scores: CSS=31.6, Synergy_ZIP=0.213, Synergy_Bliss=6.63, Synergy_Loewe=5.79, Synergy_HSA=6.63. (3) Drug 1: CC1=CC=C(C=C1)C2=CC(=NN2C3=CC=C(C=C3)S(=O)(=O)N)C(F)(F)F. Drug 2: N.N.Cl[Pt+2]Cl. Cell line: NCI-H226. Synergy scores: CSS=14.4, Synergy_ZIP=-3.97, Synergy_Bliss=-0.256, Synergy_Loewe=-1.73, Synergy_HSA=-0.274. (4) Drug 1: CS(=O)(=O)OCCCCOS(=O)(=O)C. Drug 2: C1=NNC2=C1C(=O)NC=N2. Cell line: SK-MEL-28. Synergy scores: CSS=-0.343, Synergy_ZIP=-1.01, Synergy_Bliss=-2.31, Synergy_Loewe=-1.63, Synergy_HSA=-1.35. (5) Drug 2: C1=NC2=C(N1)C(=S)N=CN2. Drug 1: CN1C(=O)N2C=NC(=C2N=N1)C(=O)N. Synergy scores: CSS=33.7, Synergy_ZIP=-0.612, Synergy_Bliss=1.03, Synergy_Loewe=-20.8, Synergy_HSA=2.92. Cell line: K-562. (6) Drug 1: C#CCC(CC1=CN=C2C(=N1)C(=NC(=N2)N)N)C3=CC=C(C=C3)C(=O)NC(CCC(=O)O)C(=O)O. Drug 2: C(CC(=O)O)C(=O)CN.Cl. Cell line: SK-MEL-2. Synergy scores: CSS=8.30, Synergy_ZIP=0.297, Synergy_Bliss=5.81, Synergy_Loewe=-2.26, Synergy_HSA=-2.29.